This data is from Forward reaction prediction with 1.9M reactions from USPTO patents (1976-2016). The task is: Predict the product of the given reaction. (1) Given the reactants [N:1]1[CH:6]=[CH:5][CH:4]=[C:3]([CH2:7][O:8][N:9]2[CH:13]=[CH:12][N+:11]([O-])=[CH:10]2)[CH:2]=1, predict the reaction product. The product is: [N:1]1[CH:6]=[CH:5][CH:4]=[C:3]([CH2:7][O:8][N:9]2[CH:13]=[CH:12][N:11]=[CH:10]2)[CH:2]=1. (2) Given the reactants [Cl:1][C:2]1[N:7]=[C:6](Cl)[CH:5]=[CH:4][N:3]=1.[F:9][C:10]1[CH:15]=[CH:14][C:13](B(O)O)=[CH:12][CH:11]=1.C(=O)([O-])[O-].[K+].[K+].C(O)C.O, predict the reaction product. The product is: [Cl:1][C:2]1[N:7]=[C:6]([C:13]2[CH:14]=[CH:15][C:10]([F:9])=[CH:11][CH:12]=2)[CH:5]=[CH:4][N:3]=1. (3) Given the reactants [OH:1][C:2]1[CH:3]=[C:4]([NH:9][C:10](=[O:19])[O:11][CH2:12][C:13]2[CH:18]=[CH:17][CH:16]=[CH:15][CH:14]=2)[CH:5]=[CH:6][C:7]=1[CH3:8].C(=O)([O-])[O-].[Cs+].[Cs+].Cl[C:27]1[CH:32]=[CH:31][C:30]([N+:33]([O-:35])=[O:34])=[CH:29][N:28]=1, predict the reaction product. The product is: [CH3:8][C:7]1[CH:6]=[CH:5][C:4]([NH:9][C:10](=[O:19])[O:11][CH2:12][C:13]2[CH:14]=[CH:15][CH:16]=[CH:17][CH:18]=2)=[CH:3][C:2]=1[O:1][C:27]1[CH:32]=[CH:31][C:30]([N+:33]([O-:35])=[O:34])=[CH:29][N:28]=1.